Dataset: Forward reaction prediction with 1.9M reactions from USPTO patents (1976-2016). Task: Predict the product of the given reaction. (1) Given the reactants Cl[C:2]1[N:7]=[C:6]([Cl:8])[C:5]([C:9]([F:12])([F:11])[F:10])=[CH:4][N:3]=1.C(OCC)C.[NH2:18][C:19]1[CH:24]=[CH:23][C:22]([N:25]2[CH2:30][CH2:29][N:28]([C:31]([O:33][C:34]([CH3:37])([CH3:36])[CH3:35])=[O:32])[CH2:27][CH2:26]2)=[CH:21][CH:20]=1.C(N(CC)CC)C, predict the reaction product. The product is: [Cl:8][C:6]1[C:5]([C:9]([F:12])([F:11])[F:10])=[CH:4][N:3]=[C:2]([NH:18][C:19]2[CH:24]=[CH:23][C:22]([N:25]3[CH2:30][CH2:29][N:28]([C:31]([O:33][C:34]([CH3:37])([CH3:36])[CH3:35])=[O:32])[CH2:27][CH2:26]3)=[CH:21][CH:20]=2)[N:7]=1. (2) Given the reactants C([N-]C(C)C)(C)C.[Li+].[CH3:9][O:10][C:11](=[O:23])[C:12]1[CH:17]=[CH:16][C:15]([CH2:18][C:19]([O:21][CH3:22])=[O:20])=[CH:14][CH:13]=1.I[CH2:25][CH:26]1[CH2:30][CH2:29][CH2:28][CH2:27]1, predict the reaction product. The product is: [CH3:9][O:10][C:11](=[O:23])[C:12]1[CH:17]=[CH:16][C:15]([CH:18]([C:19]([O:21][CH3:22])=[O:20])[CH2:25][CH:26]2[CH2:30][CH2:29][CH2:28][CH2:27]2)=[CH:14][CH:13]=1. (3) Given the reactants [CH3:1][O:2][C:3]1[CH:8]=[CH:7][C:6]([O:9][CH3:10])=[CH:5][C:4]=1[S:11](Cl)(=[O:13])=[O:12].Cl.[CH3:16][O:17][C:18]1[CH:19]=[C:20]([C:26]2[CH:27](C)[CH2:28][C:29](=[O:38])[N:30]([CH:32]3[CH2:37][CH2:36][NH:35][CH2:34][CH2:33]3)[N:31]=2)[CH:21]=[CH:22][C:23]=1[O:24][CH3:25].C(N1CCC(N2C(=O)CC(C)C(C3C=CC(OC)=C(OC)C=3)=N2)CC1)(=O)C, predict the reaction product. The product is: [CH3:1][O:2][C:3]1[CH:8]=[CH:7][C:6]([O:9][CH3:10])=[CH:5][C:4]=1[S:11]([N:35]1[CH2:34][CH2:33][CH:32]([N:30]2[C:29](=[O:38])[CH2:28][CH2:27][C:26]([C:20]3[CH:21]=[CH:22][C:23]([O:24][CH3:25])=[C:18]([O:17][CH3:16])[CH:19]=3)=[N:31]2)[CH2:37][CH2:36]1)(=[O:13])=[O:12]. (4) Given the reactants [N+:1]([C:4]1[CH:5]=[CH:6][CH:7]=[C:8]2[C:12]=1[NH:11][CH:10]=[CH:9]2)([O-:3])=[O:2].C(C1C=CC=C2C=1NC=C2[CH:24]([C:31]1[CH:36]=[CH:35][C:34]([C:37]([F:40])([F:39])[F:38])=[CH:33][CH:32]=1)[CH2:25][C:26]([O:28][CH2:29][CH3:30])=[O:27])C, predict the reaction product. The product is: [N+:1]([C:4]1[CH:5]=[CH:6][CH:7]=[C:8]2[C:12]=1[NH:11][CH:10]=[C:9]2[CH:24]([C:31]1[CH:36]=[CH:35][C:34]([C:37]([F:38])([F:39])[F:40])=[CH:33][CH:32]=1)[CH2:25][C:26]([O:28][CH2:29][CH3:30])=[O:27])([O-:3])=[O:2]. (5) Given the reactants [C:1]1(=[O:6])[CH2:5][CH2:4][CH2:3][CH2:2]1.C([N-]C(C)C)(C)C.[Li+].[CH:15]1([C:18]2[NH:22][C:21]3[CH:23]=[C:24]([C:35]4[C:36]([CH3:41])=[N:37][O:38][C:39]=4[CH3:40])[CH:25]=[C:26]([CH:27]([C:29]4[CH:34]=[CH:33][CH:32]=[CH:31][N:30]=4)[OH:28])[C:20]=3[N:19]=2)[CH2:17][CH2:16]1, predict the reaction product. The product is: [CH:15]1([C:18]2[NH:22][C:21]3[CH:23]=[C:24]([C:35]4[C:36]([CH3:41])=[N:37][O:38][C:39]=4[CH3:40])[CH:25]=[C:26]([C:27]([OH:28])([C:29]4[CH:34]=[CH:33][CH:32]=[CH:31][N:30]=4)[CH:2]4[CH2:3][CH2:4][CH2:5][C:1]4=[O:6])[C:20]=3[N:19]=2)[CH2:16][CH2:17]1. (6) Given the reactants [H-].[Na+].[N:3]1[CH:8]=[CH:7][CH:6]=[CH:5][C:4]=1[CH2:9][OH:10].[CH:11]([CH:14]1[C:19]2[N:20]=[CH:21][NH:22][C:18]=2[CH2:17][CH2:16][N:15]1[C:23](OCC(Cl)(Cl)Cl)=[O:24])([CH3:13])[CH3:12], predict the reaction product. The product is: [CH:11]([CH:14]1[C:19]2[N:20]=[CH:21][NH:22][C:18]=2[CH2:17][CH2:16][N:15]1[C:23]([O:10][CH2:9][C:4]1[CH:5]=[CH:6][CH:7]=[CH:8][N:3]=1)=[O:24])([CH3:13])[CH3:12].